From a dataset of Retrosynthesis with 50K atom-mapped reactions and 10 reaction types from USPTO. Predict the reactants needed to synthesize the given product. (1) Given the product CS(=O)(=O)c1cccc(CO)c1, predict the reactants needed to synthesize it. The reactants are: COC(=O)c1cccc(S(C)(=O)=O)c1. (2) Given the product Cc1ccccc1CNc1cccc(-c2ccnc3c(C(=O)c4cccs4)cnn23)c1, predict the reactants needed to synthesize it. The reactants are: Cc1ccccc1C=O.Nc1cccc(-c2ccnc3c(C(=O)c4cccs4)cnn23)c1.